Dataset: Catalyst prediction with 721,799 reactions and 888 catalyst types from USPTO. Task: Predict which catalyst facilitates the given reaction. (1) Reactant: C[C:2]1[CH:7]=[CH:6][C:5](Cl)=[CH:4][N:3]=1.[C:9]([O:13][C:14]([N:16]1[CH2:21][CH2:20][NH:19][CH2:18][CH2:17]1)=[O:15])([CH3:12])([CH3:11])[CH3:10].[CH:22]1C=CC(P(C2C(C3C(P(C4C=CC=CC=4)C4C=CC=CC=4)=CC=C4C=3C=CC=C4)=C3C(C=CC=C3)=CC=2)C2C=CC=CC=2)=CC=1.C(OCC)C. Product: [C:9]([O:13][C:14]([N:16]1[CH2:21][CH2:20][N:19]([C:2]2[CH:7]=[CH:6][C:5]([CH3:22])=[CH:4][N:3]=2)[CH2:18][CH2:17]1)=[O:15])([CH3:12])([CH3:10])[CH3:11]. The catalyst class is: 101. (2) Reactant: C([O:8][C:9]([C:11]1([C:19]([O:21]CC2C=CC=CC=2)=[O:20])[CH2:16][CH2:15][P:14]([CH3:18])(=[O:17])[CH2:13][CH2:12]1)=[O:10])C1C=CC=CC=1.[H][H]. Product: [CH3:18][P:14]1(=[O:17])[CH2:13][CH2:12][C:11]([C:9]([OH:10])=[O:8])([C:19]([OH:21])=[O:20])[CH2:16][CH2:15]1. The catalyst class is: 29. (3) Reactant: [CH3:1][O:2][C:3]1[CH:11]=[C:10]2[C:6]([CH:7]=[CH:8][NH:9]2)=[CH:5][CH:4]=1.[S-:12][C:13]#[N:14].[NH4+]. Product: [CH3:1][O:2][C:3]1[CH:11]=[C:10]2[C:6]([C:7]([S:12][C:13]#[N:14])=[CH:8][NH:9]2)=[CH:5][CH:4]=1. The catalyst class is: 24. (4) Reactant: [BrH:1].Br.[NH2:3][C:4]1[CH:18]=[C:17]([F:19])[CH:16]=[CH:15][C:5]=1[CH2:6][NH:7][CH:8]1[CH2:12][C:11](=[S:13])[NH:10][C:9]1=[O:14].[CH2:20](OC(OCC)OCC)C. Product: [BrH:1].[F:19][C:17]1[CH:18]=[C:4]2[C:5]([CH2:6][N:7]([CH:8]3[CH2:12][C:11](=[S:13])[NH:10][C:9]3=[O:14])[CH:20]=[N:3]2)=[CH:15][CH:16]=1. The catalyst class is: 699. (5) Reactant: C([N:8]1[CH2:13][CH2:12][CH:11]([N:14]2[C:18]3[CH:19]=[CH:20][C:21]([F:23])=[CH:22][C:17]=3[N:16]=[C:15]2[CH2:24][C:25]([F:28])([F:27])[F:26])[CH2:10][CH2:9]1)C1C=CC=CC=1.Cl. Product: [NH:8]1[CH2:13][CH2:12][CH:11]([N:14]2[C:18]3[CH:19]=[CH:20][C:21]([F:23])=[CH:22][C:17]=3[N:16]=[C:15]2[CH2:24][C:25]([F:28])([F:26])[F:27])[CH2:10][CH2:9]1. The catalyst class is: 19.